From a dataset of Forward reaction prediction with 1.9M reactions from USPTO patents (1976-2016). Predict the product of the given reaction. Given the reactants [Cl:1][CH2:2][S:3]([C:6]1[CH:11]=[CH:10][C:9](F)=[CH:8][CH:7]=1)(=[O:5])=[O:4].[CH3:13][C:14]1[CH:19]=[CH:18][C:17]([OH:20])=[CH:16][CH:15]=1.C([O-])([O-])=O.[K+].[K+], predict the reaction product. The product is: [Cl:1][CH2:2][S:3]([C:6]1[CH:11]=[CH:10][C:9]([O:20][C:17]2[CH:18]=[CH:19][C:14]([CH3:13])=[CH:15][CH:16]=2)=[CH:8][CH:7]=1)(=[O:5])=[O:4].